From a dataset of Full USPTO retrosynthesis dataset with 1.9M reactions from patents (1976-2016). Predict the reactants needed to synthesize the given product. (1) Given the product [Cl:1][C:2]1[CH:14]=[C:13]([F:15])[C:12]([N:16]2[C:21](=[O:22])[CH:20]=[C:19]([C:23]([F:24])([F:25])[F:26])[N:18]([CH3:27])[C:17]2=[O:28])=[CH:11][C:3]=1[O:4][CH:5]([S:45]([CH3:30])(=[O:49])=[O:47])[C:6]([NH2:8])=[O:7], predict the reactants needed to synthesize it. The reactants are: [Cl:1][C:2]1[CH:14]=[C:13]([F:15])[C:12]([N:16]2[C:21](=[O:22])[CH:20]=[C:19]([C:23]([F:26])([F:25])[F:24])[N:18]([CH3:27])[C:17]2=[O:28])=[CH:11][C:3]=1[O:4][CH:5](SC)[C:6]([NH2:8])=[O:7].Cl[C:30]1C=CC=C(C(OO)=O)C=1.C(=O)(O)[O-].[Na+].[S:45]([O-:49])([O-])(=[O:47])=S.[Na+].[Na+]. (2) Given the product [OH:44][CH2:43][CH2:42][N:41]([CH2:45][CH2:46][OH:47])[CH2:40][CH2:39][NH:38][C:9]([C:11]1[N:12]([CH3:33])[C:13]2[C:21]([C:22]=1[Br:23])=[C:20]1[C:16]([C:17](=[O:25])[NH:18][C:19]1=[O:24])=[C:15]([C:26]1[CH:31]=[CH:30][CH:29]=[CH:28][C:27]=1[Cl:32])[CH:14]=2)=[O:10], predict the reactants needed to synthesize it. The reactants are: FC1C(O[C:9]([C:11]2[N:12]([CH3:33])[C:13]3[C:21]([C:22]=2[Br:23])=[C:20]2[C:16]([C:17](=[O:25])[NH:18][C:19]2=[O:24])=[C:15]([C:26]2[CH:31]=[CH:30][CH:29]=[CH:28][C:27]=2[Cl:32])[CH:14]=3)=[O:10])=C(F)C(F)=C(F)C=1F.[NH2:38][CH2:39][CH2:40][N:41]([CH2:45][CH2:46][OH:47])[CH2:42][CH2:43][OH:44]. (3) Given the product [N:27]1[CH:32]=[CH:31][CH:30]=[C:29]([NH:33][C:34](=[O:35])[C:36]2[CH:37]=[CH:38][C:39]([C:40]3[NH:10][C:9]4[CH:8]=[CH:7][C:6]([NH:13][C:14](=[O:26])[C:15]5[CH:20]=[CH:19][C:18]([N:21]6[CH2:25][CH2:24][CH2:23][CH2:22]6)=[CH:17][CH:16]=5)=[CH:5][C:4]=4[N:1]=3)=[CH:42][CH:43]=2)[CH:28]=1, predict the reactants needed to synthesize it. The reactants are: [N+:1]([C:4]1[CH:5]=[C:6]([NH:13][C:14](=[O:26])[C:15]2[CH:20]=[CH:19][C:18]([N:21]3[CH2:25][CH2:24][CH2:23][CH2:22]3)=[CH:17][CH:16]=2)[CH:7]=[CH:8][C:9]=1[N+:10]([O-])=O)([O-])=O.[N:27]1[CH:32]=[CH:31][CH:30]=[C:29]([NH:33][C:34]([C:36]2[CH:43]=[CH:42][C:39]([CH:40]=O)=[CH:38][CH:37]=2)=[O:35])[CH:28]=1. (4) Given the product [CH2:26]([O:25][C:23](=[O:24])[CH2:22][O:15][C:12]1[CH:13]=[CH:14][C:9]([O:8][CH2:1][C:2]2[CH:3]=[CH:4][CH:5]=[CH:6][CH:7]=2)=[CH:10][C:11]=1[CH2:16][CH2:17][CH3:18])[CH3:27], predict the reactants needed to synthesize it. The reactants are: [CH2:1]([O:8][C:9]1[CH:14]=[CH:13][C:12]([OH:15])=[C:11]([CH2:16][CH2:17][CH3:18])[CH:10]=1)[C:2]1[CH:7]=[CH:6][CH:5]=[CH:4][CH:3]=1.[H-].[Na+].Br[CH2:22][C:23]([O:25][CH2:26][CH3:27])=[O:24]. (5) Given the product [CH2:1]([O:8][C:9](=[O:14])[C@H:10]([CH2:12][OH:13])[NH:11][C:33](=[O:34])[CH2:32][C@H:31]([O:30][C:15](=[O:29])[CH2:16][CH2:17][CH2:18][CH2:19][CH2:20][CH2:21][CH2:22][CH2:23][CH2:24][CH2:25][CH2:26][CH2:27][CH3:28])[CH2:36][CH2:37][CH2:38][CH2:39][CH2:40][CH2:41][CH2:42][CH2:43][CH2:44][CH2:45][CH3:46])[C:2]1[CH:7]=[CH:6][CH:5]=[CH:4][CH:3]=1, predict the reactants needed to synthesize it. The reactants are: [CH2:1]([O:8][C:9](=[O:14])[C@H:10]([CH2:12][OH:13])[NH2:11])[C:2]1[CH:7]=[CH:6][CH:5]=[CH:4][CH:3]=1.[C:15]([O:30][C@H:31]([CH2:36][CH2:37][CH2:38][CH2:39][CH2:40][CH2:41][CH2:42][CH2:43][CH2:44][CH2:45][CH3:46])[CH2:32][C:33](O)=[O:34])(=[O:29])[CH2:16][CH2:17][CH2:18][CH2:19][CH2:20][CH2:21][CH2:22][CH2:23][CH2:24][CH2:25][CH2:26][CH2:27][CH3:28].C(Cl)CCl.CI.